The task is: Predict the product of the given reaction.. This data is from Forward reaction prediction with 1.9M reactions from USPTO patents (1976-2016). (1) Given the reactants [CH3:1][C:2]1[CH:3]=[C:4](OS(C(F)(F)F)(=O)=O)[CH:5]=[C:6]([CH3:22])[C:7]=1[CH2:8][C:9]1[CH:14]=[CH:13][C:12]([O:15][CH2:16][O:17][CH3:18])=[C:11]([CH:19]([CH3:21])[CH3:20])[CH:10]=1.C(N(CC)CC)C.C1(P(C2C=CC=CC=2)CCCP(C2C=CC=CC=2)C2C=CC=CC=2)C=CC=CC=1.[CH3:67][OH:68].CN([CH:72]=[O:73])C, predict the reaction product. The product is: [CH3:1][C:2]1[CH:3]=[C:4]([CH:5]=[C:6]([CH3:22])[C:7]=1[CH2:8][C:9]1[CH:14]=[CH:13][C:12]([O:15][CH2:16][O:17][CH3:18])=[C:11]([CH:19]([CH3:20])[CH3:21])[CH:10]=1)[C:67]([O:73][CH3:72])=[O:68]. (2) Given the reactants [Mg].BrCCBr.[CH2:6]([O:8][CH:9]([O:11][CH2:12][CH2:13][CH2:14][CH2:15][CH2:16][CH2:17]Br)[CH3:10])[CH3:7].Br[CH2:20][C:21]([Br:23])=[CH2:22], predict the reaction product. The product is: [CH2:6]([O:8][CH:9]([O:11][CH2:12][CH2:13][CH2:14][CH2:15][CH2:16][CH2:17][CH2:22][C:21]([Br:23])=[CH2:20])[CH3:10])[CH3:7]. (3) Given the reactants [CH3:1][C:2]1[CH:3]=[C:4]([CH:13]2[CH2:18][N:17]([C:19](OC3C=CC([N+]([O-])=O)=CC=3)=[O:20])[CH2:16][CH:15]([C:31]([O:33][CH3:34])=[O:32])[CH2:14]2)[CH:5]=[CH:6][C:7]=1[O:8][C:9]([F:12])([F:11])[F:10].[OH:35][CH:36]1[CH2:41][CH2:40][NH:39][CH2:38][CH2:37]1.C(=O)([O-])[O-].[K+].[K+], predict the reaction product. The product is: [OH:35][CH:36]1[CH2:41][CH2:40][N:39]([C:19]([N:17]2[CH2:18][CH:13]([C:4]3[CH:5]=[CH:6][C:7]([O:8][C:9]([F:12])([F:11])[F:10])=[C:2]([CH3:1])[CH:3]=3)[CH2:14][CH:15]([C:31]([O:33][CH3:34])=[O:32])[CH2:16]2)=[O:20])[CH2:38][CH2:37]1. (4) Given the reactants [C:1]([O:5][C:6]([NH:8][C:9]1[S:10][CH:11]=[C:12]([CH2:14][C:15]([OH:17])=O)[N:13]=1)=[O:7])([CH3:4])([CH3:3])[CH3:2].[N:18]1([C:23]([CH2:25][N:26]2[CH2:31][CH2:30][NH:29][CH2:28][CH2:27]2)=[O:24])[CH2:22][CH2:21][CH2:20][CH2:19]1, predict the reaction product. The product is: [C:1]([O:5][C:6](=[O:7])[NH:8][C:9]1[S:10][CH:11]=[C:12]([CH2:14][C:15](=[O:17])[N:29]2[CH2:28][CH2:27][N:26]([CH2:25][C:23](=[O:24])[N:18]3[CH2:19][CH2:20][CH2:21][CH2:22]3)[CH2:31][CH2:30]2)[N:13]=1)([CH3:2])([CH3:3])[CH3:4]. (5) The product is: [ClH:47].[F:57][CH2:42][O:43][C:44]1[CH:45]=[CH:34][CH:33]=[CH:32][C:39]=1[CH2:38][N:9]([CH2:8][CH:7]([C:1]1[CH:2]=[CH:3][CH:4]=[CH:5][CH:6]=1)[C:25]1[CH:26]=[CH:27][CH:28]=[CH:29][CH:30]=1)[CH2:10][CH2:11][C@@H:12]([CH3:24])[O:13][C:14]1[CH:15]=[C:16]([CH2:20][C:21]([OH:23])=[O:22])[CH:17]=[CH:18][CH:19]=1. Given the reactants [C:1]1([CH:7]([C:25]2[CH:30]=[CH:29][CH:28]=[CH:27][CH:26]=2)[CH2:8][NH:9][CH2:10][CH2:11][C@@H:12]([CH3:24])[O:13][C:14]2[CH:15]=[C:16]([CH2:20][C:21]([OH:23])=[O:22])[CH:17]=[CH:18][CH:19]=2)[CH:6]=[CH:5][CH:4]=[CH:3][CH:2]=1.F[C:32]1[CH:39]=[C:38](OC)C=C[C:33]=1[CH:34]=O.[CH3:42][O:43][C:44](=O)[CH3:45].[Cl:47]C1C(C(F)(F)[F:57])=CC=CC=1C=O.Cl.CCOCC, predict the reaction product. (6) Given the reactants [Na+].[C:2]([O:21][CH2:22][C@H:23]([CH2:44][O:45][P:46]([O:49][CH2:50][C@@H:51]([C:53]([O-:55])=[O:54])[NH2:52])([OH:48])=[O:47])[O:24]C(=O)CCCCCCC/C=C\CCCCCCCC)(=[O:20])[CH2:3][CH2:4][CH2:5][CH2:6][CH2:7][CH2:8][CH2:9]/[CH:10]=[CH:11]\[CH2:12][CH2:13][CH2:14][CH2:15][CH2:16][CH2:17][CH2:18][CH3:19].C(O)C(N)(CO)CO.Cl.[Cl-].[K+].Cl, predict the reaction product. The product is: [C:2]([O:21][CH2:22][C@H:23]([CH2:44][O:45][P:46]([O:49][CH2:50][C@@H:51]([C:53]([OH:55])=[O:54])[NH2:52])([OH:48])=[O:47])[OH:24])(=[O:20])[CH2:3][CH2:4][CH2:5][CH2:6][CH2:7][CH2:8][CH2:9]/[CH:10]=[CH:11]\[CH2:12][CH2:13][CH2:14][CH2:15][CH2:16][CH2:17][CH2:18][CH3:19].